From a dataset of Full USPTO retrosynthesis dataset with 1.9M reactions from patents (1976-2016). Predict the reactants needed to synthesize the given product. (1) Given the product [ClH:39].[NH2:1][C:2]1[N:7]=[CH:6][N:5]=[C:4]2[N:8]([C@@H:27]3[CH2:31][CH2:30][NH:29][CH2:28]3)[N:9]=[C:10]([C:11]3[CH:12]=[CH:13][C:14]([C:17]([NH:18][C:19]4[CH:24]=[C:23]([CH3:25])[CH:22]=[CH:21][N:20]=4)=[O:26])=[CH:15][CH:16]=3)[C:3]=12, predict the reactants needed to synthesize it. The reactants are: [NH2:1][C:2]1[N:7]=[CH:6][N:5]=[C:4]2[N:8]([C@@H:27]3[CH2:31][CH2:30][N:29](C(OC(C)(C)C)=O)[CH2:28]3)[N:9]=[C:10]([C:11]3[CH:16]=[CH:15][C:14]([C:17](=[O:26])[NH:18][C:19]4[CH:24]=[C:23]([CH3:25])[CH:22]=[CH:21][N:20]=4)=[CH:13][CH:12]=3)[C:3]=12.[ClH:39]. (2) Given the product [CH3:18][NH:19][C:20]([NH:17][C:13]1[CH:14]=[CH:15][CH:16]=[C:11]([C:2]2[CH:3]=[N:4][C:5]3[C:10](=[CH:9][CH:8]=[CH:7][CH:6]=3)[N:1]=2)[CH:12]=1)=[S:21], predict the reactants needed to synthesize it. The reactants are: [N:1]1[C:10]2[C:5](=[CH:6][CH:7]=[CH:8][CH:9]=2)[N:4]=[CH:3][C:2]=1[C:11]1[CH:12]=[C:13]([NH2:17])[CH:14]=[CH:15][CH:16]=1.[CH3:18][N:19]=[C:20]=[S:21]. (3) Given the product [Br:1][C:2]1[CH:3]=[C:4]([CH2:9][O:10][Si:20]([C:17]([CH3:19])([CH3:18])[CH3:16])([CH3:22])[CH3:21])[N:5]=[C:6]([CH3:8])[N:7]=1, predict the reactants needed to synthesize it. The reactants are: [Br:1][C:2]1[N:7]=[C:6]([CH3:8])[N:5]=[C:4]([CH2:9][OH:10])[CH:3]=1.N1C=CN=C1.[CH3:16][C:17]([Si:20](Cl)([CH3:22])[CH3:21])([CH3:19])[CH3:18]. (4) Given the product [CH3:16][O:17][C:18]([C:19]1[CH:24]=[CH:23][C:22]([C:1]2[CH:6]=[CH:5][CH:4]=[CH:3][CH:2]=2)=[CH:21][C:20]=1[C:26]([F:29])([F:28])[F:27])=[O:30], predict the reactants needed to synthesize it. The reactants are: [C:1]1(B(O)O)[CH:6]=[CH:5][CH:4]=[CH:3][CH:2]=1.C(=O)([O-])[O-].[Cs+].[Cs+].[CH3:16][O:17][C:18](=[O:30])[C:19]1[CH:24]=[CH:23][C:22](Br)=[CH:21][C:20]=1[C:26]([F:29])([F:28])[F:27]. (5) Given the product [C:14]([O:18][C:19]([N:21]1[CH2:26][CH2:25][CH:24]([NH:8][C:5]2[CH:6]=[CH:7][C:2]([Cl:1])=[C:3]([S:9][C:10]([F:11])([F:12])[F:13])[CH:4]=2)[CH2:23][CH2:22]1)=[O:20])([CH3:17])([CH3:15])[CH3:16], predict the reactants needed to synthesize it. The reactants are: [Cl:1][C:2]1[CH:7]=[CH:6][C:5]([NH2:8])=[CH:4][C:3]=1[S:9][C:10]([F:13])([F:12])[F:11].[C:14]([O:18][C:19]([N:21]1[CH2:26][CH2:25][C:24](=O)[CH2:23][CH2:22]1)=[O:20])([CH3:17])([CH3:16])[CH3:15].C(O[BH-](OC(=O)C)OC(=O)C)(=O)C.[Na+].C(O)(=O)C. (6) Given the product [F:11][C:12]1[CH:18]=[CH:17][C:15]([NH:16][C:7](=[NH:8])[C:6]2[CH:9]=[CH:10][C:3]([S:2][CH3:1])=[CH:4][CH:5]=2)=[CH:14][CH:13]=1, predict the reactants needed to synthesize it. The reactants are: [CH3:1][S:2][C:3]1[CH:10]=[CH:9][C:6]([C:7]#[N:8])=[CH:5][CH:4]=1.[F:11][C:12]1[CH:18]=[CH:17][C:15]([NH2:16])=[CH:14][CH:13]=1. (7) Given the product [C:1]([C@@H:4]1[NH:8][C@H:7]([C:13]([O:15][CH3:16])=[O:14])[CH2:6][CH2:5]1)#[C:2][CH3:3], predict the reactants needed to synthesize it. The reactants are: [C:1]([C@@H:4]1[N:8](C(OC)=O)[C@H:7]([C:13]([O:15][CH3:16])=[O:14])[CH2:6][CH2:5]1)#[C:2][CH3:3].I[Si](C)(C)C.